This data is from Reaction yield outcomes from USPTO patents with 853,638 reactions. The task is: Predict the reaction yield, written as a fraction of the theoretical maximum amount of product (1.0 means a 100% yield; for example, 0.34 means a 34% yield). (1) The reactants are Cl.[CH3:2][C:3]1([CH3:31])[C:7]([CH3:9])(O)[C:6]2[C:10]([CH3:30])=[C:11]([N:16]3[CH2:21][CH2:20][N:19]([C:22]4[CH:27]=[CH:26][C:25]([O:28][CH3:29])=[CH:24][CH:23]=4)[CH2:18][CH2:17]3)[C:12]([CH3:15])=[C:13]([CH3:14])[C:5]=2[O:4]1. The catalyst is C(#N)C. The product is [CH3:29][O:28][C:25]1[CH:24]=[CH:23][C:22]([N:19]2[CH2:20][CH2:21][N:16]([C:11]3[C:12]([CH3:15])=[C:13]([CH3:14])[C:5]4[O:4][C:3]([CH3:2])([CH3:31])[C:7](=[CH2:9])[C:6]=4[C:10]=3[CH3:30])[CH2:17][CH2:18]2)=[CH:27][CH:26]=1. The yield is 0.920. (2) The reactants are C[N:2]1[CH:7]=[C:6]([N+]([O-])=O)[CH:5]=[C:4]([N+:11]([O-:13])=[O:12])[C:3]1=O.[CH3:15][CH:16](C)[C:17](=O)C.N. The catalyst is CO. The product is [CH:16]([C:7]1[CH:6]=[CH:5][C:4]([N+:11]([O-:13])=[O:12])=[CH:3][N:2]=1)([CH3:17])[CH3:15]. The yield is 0.280. (3) The reactants are [F:1][C:2]1[C:7]([CH2:8]O)=[CH:6][CH:5]=[CH:4][N:3]=1.C1(P(C2C=CC=CC=2)C2C=CC=CC=2)C=CC=CC=1.C(Br)(Br)(Br)[Br:30]. The catalyst is C(Cl)Cl. The product is [Br:30][CH2:8][C:7]1[C:2]([F:1])=[N:3][CH:4]=[CH:5][CH:6]=1. The yield is 1.00. (4) The yield is 0.880. The product is [CH3:47][CH:48]([CH:55]1[C:59]2([CH3:77])[CH:58]([CH:63]3[CH:62]([CH2:61][CH2:60]2)[C:67]2([CH3:76])[C:66]([CH2:71][CH:70]([O:72][C:73](=[O:74])[NH:1][CH2:2][CH2:3][CH2:4][CH2:5][CH2:6][C:7]([N:9]4[CH2:13][CH:12]([OH:14])[CH:11]([CH:15]([C:34]5[CH:39]=[CH:38][CH:37]=[CH:36][CH:35]=5)[O:16][CH:17]([C:26]5[CH:31]=[CH:30][C:29]([O:32][CH3:33])=[CH:28][CH:27]=5)[C:18]5[CH:23]=[CH:22][C:21]([O:24][CH3:25])=[CH:20][CH:19]=5)[CH2:10]4)=[O:8])[CH2:69][CH2:68]2)=[CH:65][CH2:64]3)[CH2:57][CH2:56]1)[CH2:49][CH2:50][CH2:51][CH:52]([CH3:53])[CH3:54]. The catalyst is ClCCl. The reactants are [NH2:1][CH2:2][CH2:3][CH2:4][CH2:5][CH2:6][C:7]([N:9]1[CH2:13][CH:12]([OH:14])[CH:11]([CH:15]([C:34]2[CH:39]=[CH:38][CH:37]=[CH:36][CH:35]=2)[O:16][CH:17]([C:26]2[CH:31]=[CH:30][C:29]([O:32][CH3:33])=[CH:28][CH:27]=2)[C:18]2[CH:23]=[CH:22][C:21]([O:24][CH3:25])=[CH:20][CH:19]=2)[CH2:10]1)=[O:8].C(N(CC)CC)C.[CH3:47][C@@H:48]([C@@H:55]1[C@@:59]2([CH3:77])[CH2:60][CH2:61][CH:62]3[C@@:67]4([CH3:76])[CH2:68][CH2:69][CH:70]([O:72][C:73](Cl)=[O:74])[CH2:71][C:66]4=[CH:65][CH2:64][CH:63]3[CH:58]2[CH2:57][CH2:56]1)[CH2:49][CH2:50][CH2:51][CH:52]([CH3:54])[CH3:53].CO.C(Cl)(Cl)Cl. (5) The reactants are [C:1]([C:4]1[C:12]2[C:7](=[C:8]3[CH2:15][CH2:14][O:13][C:9]3=[CH:10][CH:11]=2)[NH:6][CH:5]=1)(=O)[CH3:2].B.CC(C)=O. The catalyst is O1CCCC1. The product is [CH2:1]([C:4]1[C:12]2[C:7](=[C:8]3[CH2:15][CH2:14][O:13][C:9]3=[CH:10][CH:11]=2)[NH:6][CH:5]=1)[CH3:2]. The yield is 0.450. (6) The reactants are [OH:1][C:2]1[CH:11]=[CH:10][C:5]([C:6]([NH:8][NH2:9])=[O:7])=[CH:4][CH:3]=1.[CH:12](=O)[C:13]1[CH:18]=[CH:17][C:16]([O:19][CH3:20])=[CH:15][CH:14]=1. The catalyst is C(O)(=O)C.CCO. The product is [CH3:20][O:19][C:16]1[CH:17]=[CH:18][C:13]([CH:12]=[N:9][NH:8][C:6](=[O:7])[C:5]2[CH:10]=[CH:11][C:2]([OH:1])=[CH:3][CH:4]=2)=[CH:14][CH:15]=1. The yield is 0.930. (7) The catalyst is C(Cl)Cl. The yield is 1.00. The product is [OH:2][CH2:3][C:4]1([C:9]#[N:10])[CH2:7][C:6](=[CH2:8])[CH2:5]1. The reactants are C[O:2][CH2:3][C:4]1([C:9]#[N:10])[CH2:7][C:6](=[CH2:8])[CH2:5]1.B(Br)(Br)Br. (8) The reactants are [NH2:1][C:2]1[CH:3]=[C:4]([C:9]2[C:20](=[O:21])[N:19]([CH3:22])[C:12]3[N:13]=[C:14](SC)[N:15]=[CH:16][C:11]=3[CH:10]=2)[CH:5]=[CH:6][C:7]=1[F:8]. The catalyst is CCO.[Ni].O. The product is [NH2:1][C:2]1[CH:3]=[C:4]([C:9]2[C:20](=[O:21])[N:19]([CH3:22])[C:12]3[N:13]=[CH:14][N:15]=[CH:16][C:11]=3[CH:10]=2)[CH:5]=[CH:6][C:7]=1[F:8]. The yield is 0.470.